Dataset: Full USPTO retrosynthesis dataset with 1.9M reactions from patents (1976-2016). Task: Predict the reactants needed to synthesize the given product. (1) Given the product [CH3:1][O:2][C:3]([C:5]1[C:6]2[C:10]([CH:11]=[CH:12][CH:13]=1)=[N:9][N:8]([CH2:19][C:18]1[CH:21]=[CH:22][C:15]([F:14])=[CH:16][CH:17]=1)[CH:7]=2)=[O:4], predict the reactants needed to synthesize it. The reactants are: [CH3:1][O:2][C:3]([C:5]1[C:6]2[CH:7]=[N:8][NH:9][C:10]=2[CH:11]=[CH:12][CH:13]=1)=[O:4].[F:14][C:15]1[CH:22]=[CH:21][C:18]([CH2:19]Br)=[CH:17][CH:16]=1. (2) Given the product [F:18][C:19]1[CH:24]=[CH:23][C:22]([NH:25][C:26]([NH:17][C:11]2[CH:12]=[CH:13][C:14]([O:15][CH3:16])=[C:9]([C:8]3[N:4]([CH:1]([CH3:3])[CH3:2])[N:5]=[CH:6][CH:7]=3)[CH:10]=2)=[O:27])=[CH:21][CH:20]=1, predict the reactants needed to synthesize it. The reactants are: [CH:1]([N:4]1[C:8]([C:9]2[CH:10]=[C:11]([NH2:17])[CH:12]=[CH:13][C:14]=2[O:15][CH3:16])=[CH:7][CH:6]=[N:5]1)([CH3:3])[CH3:2].[F:18][C:19]1[CH:24]=[CH:23][C:22]([N:25]=[C:26]=[O:27])=[CH:21][CH:20]=1. (3) The reactants are: [CH:1]1([NH:6][C:7]2[C:12]([CH3:13])=[C:11]([CH3:14])[N:10]=[C:9]([NH:15][CH2:16][C:17]3[CH:22]=[CH:21][CH:20]=[CH:19][N:18]=3)[N:8]=2)[CH2:5][CH2:4][CH2:3][CH2:2]1.[O:23]1CCC(N)CC1. Given the product [CH3:13][C:12]1[C:7]([NH:6][CH:1]2[CH2:5][CH2:4][O:23][CH2:3][CH2:2]2)=[N:8][C:9]([NH:15][CH2:16][C:17]2[CH:22]=[CH:21][CH:20]=[CH:19][N:18]=2)=[N:10][C:11]=1[CH3:14], predict the reactants needed to synthesize it. (4) Given the product [Cl:1][CH2:2][CH2:3][CH2:4][O:5][C:6]1[CH:7]=[C:8]2[C:27]([C:12]([NH:14][C:15]3[CH:20]=[C:19]([O:21][CH3:22])[C:18]([Cl:23])=[CH:17][C:16]=3[Cl:24])=[C:11]([C:25]#[N:26])[CH:10]=[N:9]2)=[CH:28][C:29]=1[O:30][CH3:31], predict the reactants needed to synthesize it. The reactants are: [Cl:1][CH2:2][CH2:3][CH2:4][O:5][C:6]1[CH:7]=[C:8]([CH:27]=[CH:28][C:29]=1[O:30][CH3:31])[NH:9][CH:10]=[C:11]([C:25]#[N:26])[C:12]([NH:14][C:15]1[CH:20]=[C:19]([O:21][CH3:22])[C:18]([Cl:23])=[CH:17][C:16]=1[Cl:24])=O.P(Cl)(Cl)(Cl)=O. (5) Given the product [CH:1]([N:4]1[C:5]2[N:6]=[C:7]([S:19][CH3:20])[N:8]=[C:9]([CH3:18])[C:10]=2[CH:11]=[CH:12][C:13]1=[O:14])([CH3:3])[CH3:2], predict the reactants needed to synthesize it. The reactants are: [CH:1]([NH:4][C:5]1[C:10](/[CH:11]=[CH:12]/[C:13](OCC)=[O:14])=[C:9]([CH3:18])[N:8]=[C:7]([S:19][CH3:20])[N:6]=1)([CH3:3])[CH3:2]. (6) Given the product [CH2:34]([O:36][C:37]([C:39]1[N:40]=[C:41]([C:53]2[CH:58]=[CH:57][C:56]([Cl:59])=[CH:55][CH:54]=2)[N:42]([C:46]2[CH:47]=[CH:48][CH:49]=[CH:50][C:51]=2[Cl:1])[C:43]=1[CH:24]=[CH:4][O:3][CH3:2])=[O:38])[CH3:35], predict the reactants needed to synthesize it. The reactants are: [Cl-:1].[CH3:2][O:3][CH2:4][P+](C1C=CC=CC=1)(C1C=CC=CC=1)C1C=CC=CC=1.[CH3:24][Si](C)(C)[N-][Si](C)(C)C.[Li+].[CH2:34]([O:36][C:37]([C:39]1[N:40]=[C:41]([C:53]2[CH:58]=[CH:57][C:56]([Cl:59])=[CH:55][CH:54]=2)[N:42]([C:46]2[CH:51]=[CH:50][CH:49]=[CH:48][C:47]=2Cl)[C:43]=1C=O)=[O:38])[CH3:35]. (7) The reactants are: FC(F)(F)C(O)=O.[OH:8][C:9]1([CH2:15][N:16]2[C:21](=[O:22])[C:20]3=[CH:23][CH:24]=[CH:25][N:19]3[N:18]=[CH:17]2)[CH2:14][CH2:13][NH:12][CH2:11][CH2:10]1.[C:26]1([C:32]2[O:33][C:34]([C:37](O)=[O:38])=[CH:35][N:36]=2)[CH:31]=[CH:30][CH:29]=[CH:28][CH:27]=1.CCN(C(C)C)C(C)C.CN(C(ON1N=NC2C=CC=NC1=2)=[N+](C)C)C.F[P-](F)(F)(F)(F)F. Given the product [OH:8][C:9]1([CH2:15][N:16]2[C:21](=[O:22])[C:20]3=[CH:23][CH:24]=[CH:25][N:19]3[N:18]=[CH:17]2)[CH2:10][CH2:11][N:12]([C:37]([C:34]2[O:33][C:32]([C:26]3[CH:27]=[CH:28][CH:29]=[CH:30][CH:31]=3)=[N:36][CH:35]=2)=[O:38])[CH2:13][CH2:14]1, predict the reactants needed to synthesize it.